Dataset: TCR-epitope binding with 47,182 pairs between 192 epitopes and 23,139 TCRs. Task: Binary Classification. Given a T-cell receptor sequence (or CDR3 region) and an epitope sequence, predict whether binding occurs between them. (1) The epitope is VTIAEILLI. The TCR CDR3 sequence is CASRQRENTEAFF. Result: 1 (the TCR binds to the epitope). (2) The epitope is SEISMDNSPNL. The TCR CDR3 sequence is CASSPGLYGYTF. Result: 1 (the TCR binds to the epitope). (3) The epitope is GLCTLVAML. The TCR CDR3 sequence is CATSDRQSRSGELFF. Result: 1 (the TCR binds to the epitope). (4) The epitope is KLVALGINAV. The TCR CDR3 sequence is CASSEPRDEQFF. Result: 0 (the TCR does not bind to the epitope).